Predict the reaction yield, written as a fraction of the theoretical maximum amount of product (1.0 means a 100% yield; for example, 0.34 means a 34% yield). From a dataset of Reaction yield outcomes from USPTO patents with 853,638 reactions. (1) The reactants are Br[C:2]1[C:3]([O:18][C:19]2[CH:26]=[CH:25][CH:24]=[CH:23][C:20]=2[C:21]#[N:22])=[C:4]2[C:9](=[CH:10][CH:11]=1)[N:8]([C:12]([CH:14]1[CH2:16][CH2:15]1)=[O:13])[C@@H:7]([CH3:17])[CH2:6][CH2:5]2.[B:27]1([B:27]2[O:31][C:30]([CH3:33])([CH3:32])[C:29]([CH3:35])([CH3:34])[O:28]2)[O:31][C:30]([CH3:33])([CH3:32])[C:29]([CH3:35])([CH3:34])[O:28]1.C([O-])(=O)C.[K+]. The catalyst is O1CCOCC1.C(OCC)(=O)C.C1C=CC(P(C2C=CC=CC=2)[C-]2C=CC=C2)=CC=1.C1C=CC(P(C2C=CC=CC=2)[C-]2C=CC=C2)=CC=1.Cl[Pd]Cl.[Fe+2].ClCCl. The product is [CH:14]1([C:12]([N:8]2[C:9]3[C:4](=[C:3]([O:18][C:19]4[CH:26]=[CH:25][CH:24]=[CH:23][C:20]=4[C:21]#[N:22])[C:2]([B:27]4[O:31][C:30]([CH3:33])([CH3:32])[C:29]([CH3:35])([CH3:34])[O:28]4)=[CH:11][CH:10]=3)[CH2:5][CH2:6][C@@H:7]2[CH3:17])=[O:13])[CH2:16][CH2:15]1. The yield is 0.640. (2) The reactants are [NH2:1][C:2]1[N:3]=[C:4]2[CH:9]=[CH:8][C:7]([O:10][C:11]3[CH:12]=[C:13]([NH:17][C:18](=[O:30])[C:19]4[CH:24]=[CH:23][CH:22]=[C:21]([C:25]5([C:28]#[N:29])[CH2:27][CH2:26]5)[CH:20]=4)[CH:14]=[CH:15][CH:16]=3)=[N:6][N:5]2[CH:31]=1.[CH3:32][N:33]1[CH:37]=[C:36]([C:38](O)=[O:39])[CH:35]=[N:34]1.C(Cl)(=O)C(Cl)=O.O1CCCC1. The catalyst is CN(C)C=O.CN(C)C(=O)C. The product is [C:28]([C:25]1([C:21]2[CH:20]=[C:19]([CH:24]=[CH:23][CH:22]=2)[C:18]([NH:17][C:13]2[CH:12]=[C:11]([CH:16]=[CH:15][CH:14]=2)[O:10][C:7]2[CH:8]=[CH:9][C:4]3[N:5]([CH:31]=[C:2]([NH:1][C:38]([C:36]4[CH:35]=[N:34][N:33]([CH3:32])[CH:37]=4)=[O:39])[N:3]=3)[N:6]=2)=[O:30])[CH2:27][CH2:26]1)#[N:29]. The yield is 0.220. (3) The catalyst is CN(C=O)C.[Cl-].[Na+].O. The product is [CH3:2][O:3][C:4](=[O:30])[C@@H:5]([NH:8][C:9]([C:11]1[C:12]([CH3:29])=[N:13][C:14]([NH:18][CH2:19][CH2:20][CH2:21][C:22]2[CH:27]=[CH:26][CH:25]=[C:24]([OH:28])[CH:23]=2)=[N:15][C:16]=1[CH3:17])=[O:10])[CH2:6][NH:7][C:37]([C:35]1[S:36][C:32]([Cl:31])=[CH:33][CH:34]=1)=[O:38]. The yield is 0.670. The reactants are Cl.[CH3:2][O:3][C:4](=[O:30])[C@@H:5]([NH:8][C:9]([C:11]1[C:12]([CH3:29])=[N:13][C:14]([NH:18][CH2:19][CH2:20][CH2:21][C:22]2[CH:27]=[CH:26][CH:25]=[C:24]([OH:28])[CH:23]=2)=[N:15][C:16]=1[CH3:17])=[O:10])[CH2:6][NH2:7].[Cl:31][C:32]1[S:36][C:35]([C:37](O)=[O:38])=[CH:34][CH:33]=1.C(N(CC)CC)C.CN(C(ON1N=NC2C=CC=CC1=2)=[N+](C)C)C.F[P-](F)(F)(F)(F)F.C1C=CC2N(O)N=NC=2C=1.